From a dataset of Reaction yield outcomes from USPTO patents with 853,638 reactions. Predict the reaction yield, written as a fraction of the theoretical maximum amount of product (1.0 means a 100% yield; for example, 0.34 means a 34% yield). (1) The product is [F:23][C:24]([F:33])([F:34])[C:25]1[CH:26]=[C:27]([C:31]#[C:32][C:2]2[N:6]3[CH:7]=[CH:8][CH:9]=[CH:10][C:5]3=[N:4][C:3]=2[CH2:11][N:12]2[C:20](=[O:21])[C:19]3[C:14](=[CH:15][CH:16]=[CH:17][CH:18]=3)[C:13]2=[O:22])[CH:28]=[CH:29][CH:30]=1. The yield is 0.590. The reactants are I[C:2]1[N:6]2[CH:7]=[CH:8][CH:9]=[CH:10][C:5]2=[N:4][C:3]=1[CH2:11][N:12]1[C:20](=[O:21])[C:19]2[C:14](=[CH:15][CH:16]=[CH:17][CH:18]=2)[C:13]1=[O:22].[F:23][C:24]([F:34])([F:33])[C:25]1[CH:26]=[C:27]([C:31]#[CH:32])[CH:28]=[CH:29][CH:30]=1.C(N(CC)CC)C. The catalyst is CN(C)C=O.[Cu](I)I.C1C=CC(/C=C/C(/C=C/C2C=CC=CC=2)=O)=CC=1.C1C=CC(/C=C/C(/C=C/C2C=CC=CC=2)=O)=CC=1.C1C=CC(/C=C/C(/C=C/C2C=CC=CC=2)=O)=CC=1.[Pd].[Pd]. (2) The catalyst is ClCCl.O1CCCC1.O. The yield is 0.530. The product is [OH:32][NH:31][C:15]([C@H:14]1[C@H:13]2[CH2:18][C@H:10]([CH2:11][CH2:12]2)[N:9]1[C@H:7]([C:1]1[CH:6]=[CH:5][CH:4]=[CH:3][CH:2]=1)[CH3:8])=[O:16]. The reactants are [C:1]1([C@@H:7]([N:9]2[C@@H:14]([C:15](O)=[O:16])[C@H:13]3[CH2:18][C@@H:10]2[CH2:11][CH2:12]3)[CH3:8])[CH:6]=[CH:5][CH:4]=[CH:3][CH:2]=1.C(Cl)(=O)C(Cl)=O.CN(C)C=O.Cl.[NH2:31][OH:32].C(N(CC)CC)C. (3) The reactants are [BH4-].[Na+].CO.[CH3:5][O:6][C:7](=[O:32])[CH2:8][CH2:9][CH2:10][CH:11]=[CH:12][CH2:13][N:14]1[C@@H:19](/[CH:20]=[CH:21]/[C:22](=[O:30])[CH2:23][C:24]2[CH:29]=[CH:28][CH:27]=[CH:26][CH:25]=2)[CH2:18][CH2:17][CH2:16][C:15]1=[O:31]. The catalyst is C(Cl)Cl. The yield is 0.980. The product is [CH3:5][O:6][C:7](=[O:32])[CH2:8][CH2:9][CH2:10][CH:11]=[CH:12][CH2:13][N:14]1[C:15](=[O:31])[CH2:16][CH2:17][CH2:18][C@@H:19]1/[CH:20]=[CH:21]/[CH:22]([OH:30])[CH2:23][C:24]1[CH:29]=[CH:28][CH:27]=[CH:26][CH:25]=1. (4) The yield is 0.760. The catalyst is CO. The product is [Cl:2][C:3]1[CH:8]=[CH:7][C:6]([C:9]2[S:13][C:12]([C:14]([NH2:1])=[O:15])=[N:11][C:10]=2[C:19]2[CH:24]=[CH:23][C:22]([Cl:25])=[CH:21][C:20]=2[Cl:26])=[CH:5][CH:4]=1. The reactants are [NH3:1].[Cl:2][C:3]1[CH:8]=[CH:7][C:6]([C:9]2[S:13][C:12]([C:14](OCC)=[O:15])=[N:11][C:10]=2[C:19]2[CH:24]=[CH:23][C:22]([Cl:25])=[CH:21][C:20]=2[Cl:26])=[CH:5][CH:4]=1.[Na]. (5) The catalyst is C(=O)([O-])O.[Na+]. The product is [ClH:39].[CH2:27]([NH:1][C:2]1[CH:3]=[C:4]([NH:8][C:9](=[O:26])[C:10]([N:12]2[CH2:17][CH2:16][CH:15]([CH2:18][C:19]3[CH:24]=[CH:23][C:22]([F:25])=[CH:21][CH:20]=3)[CH2:14][CH2:13]2)=[O:11])[CH:5]=[CH:6][CH:7]=1)[C:28]1[CH:33]=[CH:32][CH:31]=[CH:30][CH:29]=1. The yield is 0.540. The reactants are [NH2:1][C:2]1[CH:3]=[C:4]([NH:8][C:9](=[O:26])[C:10]([N:12]2[CH2:17][CH2:16][CH:15]([CH2:18][C:19]3[CH:24]=[CH:23][C:22]([F:25])=[CH:21][CH:20]=3)[CH2:14][CH2:13]2)=[O:11])[CH:5]=[CH:6][CH:7]=1.[CH:27](=O)[C:28]1[CH:33]=[CH:32][CH:31]=[CH:30][CH:29]=1.C(O)(=O)C.[Cl:39]C(Cl)C.C(O[BH-](OC(=O)C)OC(=O)C)(=O)C.[Na+]. (6) The reactants are [C:1]([O:5][C:6](=[O:27])[NH:7][C:8]1[S:9][C@:10]2([CH2:25][OH:26])[C@H:12]([C@:13]([C:17]3[CH:22]=[C:21]([Br:23])[CH:20]=[CH:19][C:18]=3[F:24])([CH2:15][F:16])[N:14]=1)[CH2:11]2)([CH3:4])([CH3:3])[CH3:2].N(/C(N1CCCCC1)=O)=N\C(N1CCCCC1)=O.C(P(CCCC)CCCC)CCC.[F:59][C:60]([F:64])([F:63])[CH2:61]O. The catalyst is C1(C)C=CC=CC=1. The product is [C:1]([O:5][C:6](=[O:27])[NH:7][C:8]1[S:9][C@:10]2([CH2:25][O:26][CH2:61][C:60]([F:64])([F:63])[F:59])[C@H:12]([C@:13]([C:17]3[CH:22]=[C:21]([Br:23])[CH:20]=[CH:19][C:18]=3[F:24])([CH2:15][F:16])[N:14]=1)[CH2:11]2)([CH3:4])([CH3:2])[CH3:3]. The yield is 0.340.